This data is from NCI-60 drug combinations with 297,098 pairs across 59 cell lines. The task is: Regression. Given two drug SMILES strings and cell line genomic features, predict the synergy score measuring deviation from expected non-interaction effect. Drug 1: C1CN1C2=NC(=NC(=N2)N3CC3)N4CC4. Drug 2: C1CN(P(=O)(OC1)NCCCl)CCCl. Cell line: A549. Synergy scores: CSS=29.1, Synergy_ZIP=2.63, Synergy_Bliss=3.02, Synergy_Loewe=-28.6, Synergy_HSA=2.62.